This data is from Reaction yield outcomes from USPTO patents with 853,638 reactions. The task is: Predict the reaction yield, written as a fraction of the theoretical maximum amount of product (1.0 means a 100% yield; for example, 0.34 means a 34% yield). (1) The reactants are Br[C:2]1[CH:7]=[CH:6][C:5]([CH:8]2[CH2:13][CH2:12][O:11][CH2:10][CH2:9]2)=[CH:4][CH:3]=1.[CH3:14][C:15]1([CH3:31])[C:19]([CH3:21])([CH3:20])[O:18][B:17]([B:17]2[O:18][C:19]([CH3:21])([CH3:20])[C:15]([CH3:31])([CH3:14])[O:16]2)[O:16]1.C([O-])(=O)C.[K+].O. The catalyst is O1CCOCC1.C1C=CC(P(C2C=CC=CC=2)[C-]2C=CC=C2)=CC=1.C1C=CC(P(C2C=CC=CC=2)[C-]2C=CC=C2)=CC=1.Cl[Pd]Cl.[Fe+2].C(OCC)(=O)C. The product is [CH3:14][C:15]1([CH3:31])[C:19]([CH3:21])([CH3:20])[O:18][B:17]([C:2]2[CH:7]=[CH:6][C:5]([CH:8]3[CH2:13][CH2:12][O:11][CH2:10][CH2:9]3)=[CH:4][CH:3]=2)[O:16]1. The yield is 0.338. (2) The reactants are Cl.[CH3:2][NH2:3].[F:4][C:5]1[CH:6]=[C:7]([CH:11]=[CH:12][C:13]=1[F:14])[C:8](O)=[O:9]. No catalyst specified. The product is [F:4][C:5]1[CH:6]=[C:7]([CH:11]=[CH:12][C:13]=1[F:14])[C:8]([NH:3][CH3:2])=[O:9]. The yield is 0.750. (3) The reactants are C([O:3][C:4]([C:6]1[C:7]([C:12]2[CH:17]=[CH:16][CH:15]=[CH:14][C:13]=2[F:18])=[N:8][O:9][C:10]=1[CH3:11])=O)C.[H-].[Al+3].[Li+].[H-].[H-].[H-].O.[OH-].[Na+]. The catalyst is C1COCC1. The product is [F:18][C:13]1[CH:14]=[CH:15][CH:16]=[CH:17][C:12]=1[C:7]1[C:6]([CH2:4][OH:3])=[C:10]([CH3:11])[O:9][N:8]=1. The yield is 0.570. (4) The reactants are C(O[C:6](=O)[N:7]([CH:9]1[CH:13]([C:14]2[CH:19]=[CH:18][C:17]([Cl:20])=[C:16]([Cl:21])[CH:15]=2)[CH2:12][N:11]([C:22]([CH:24]2[CH2:29][CH2:28][N:27]([C:30]([C:32]3([CH3:35])[CH2:34][CH2:33]3)=[O:31])[CH2:26][CH2:25]2)=[O:23])[CH2:10]1)C)(C)(C)C.C(O)(C(F)(F)F)=O.C([O-])(O)=O.[Na+]. The catalyst is C(Cl)Cl. The product is [Cl:21][C:16]1[CH:15]=[C:14]([CH:13]2[CH:9]([NH:7][CH3:6])[CH2:10][N:11]([C:22]([CH:24]3[CH2:29][CH2:28][N:27]([C:30]([C:32]4([CH3:35])[CH2:33][CH2:34]4)=[O:31])[CH2:26][CH2:25]3)=[O:23])[CH2:12]2)[CH:19]=[CH:18][C:17]=1[Cl:20]. The yield is 0.730. (5) The reactants are C[Al](C)C.[NH:5]1[CH2:10][CH2:9][S:8][CH2:7][CH2:6]1.C[O:12][C:13](=O)[C:14]1[CH:19]=[CH:18][C:17]([O:20][CH2:21][C:22]2[C:23]([C:28]3[CH:33]=[CH:32][CH:31]=[C:30]([F:34])[CH:29]=3)=[N:24][O:25][C:26]=2[CH3:27])=[N:16][CH:15]=1.O. The catalyst is O1CCOCC1. The product is [F:34][C:30]1[CH:29]=[C:28]([C:23]2[C:22]([CH2:21][O:20][C:17]3[N:16]=[CH:15][C:14]([C:13]([N:5]4[CH2:10][CH2:9][S:8][CH2:7][CH2:6]4)=[O:12])=[CH:19][CH:18]=3)=[C:26]([CH3:27])[O:25][N:24]=2)[CH:33]=[CH:32][CH:31]=1. The yield is 1.00. (6) The reactants are [C:1]([O:5][C:6]([NH:8][C:9]1([CH3:24])[CH2:13][CH2:12][N:11](C(OCC2C=CC=CC=2)=O)[CH2:10]1)=[O:7])([CH3:4])([CH3:3])[CH3:2]. The catalyst is CO.[Pd]. The product is [CH3:24][C:9]1([NH:8][C:6](=[O:7])[O:5][C:1]([CH3:4])([CH3:3])[CH3:2])[CH2:13][CH2:12][NH:11][CH2:10]1. The yield is 0.960. (7) The reactants are [CH3:1][O:2][C:3]1[CH:21]=[C:20]([O:22][CH3:23])[CH:19]=[CH:18][C:4]=1[CH2:5][N:6]1[C:14](=[O:15])[C:13]2[C:8](=[CH:9][CH:10]=[CH:11][C:12]=2[OH:16])[C:7]1=[O:17].Cl[CH2:25][CH2:26][CH2:27][N:28]1[CH2:33][CH2:32][O:31][CH2:30][CH2:29]1.C(=O)([O-])[O-].[K+].[K+]. The catalyst is CN(C=O)C.C(OCC)(=O)C. The product is [CH3:1][O:2][C:3]1[CH:21]=[C:20]([O:22][CH3:23])[CH:19]=[CH:18][C:4]=1[CH2:5][N:6]1[C:14](=[O:15])[C:13]2[C:8](=[CH:9][CH:10]=[CH:11][C:12]=2[O:16][CH2:25][CH2:26][CH2:27][N:28]2[CH2:33][CH2:32][O:31][CH2:30][CH2:29]2)[C:7]1=[O:17]. The yield is 0.680. (8) The reactants are [Br:1][C:2]1[CH:11]=[CH:10][C:5]([C:6]([O:8]C)=O)=[C:4]([CH2:12]Br)[CH:3]=1.[CH3:14][O:15][C:16]1[CH:21]=[C:20]([O:22][CH3:23])[CH:19]=[CH:18][C:17]=1[CH2:24][NH2:25].C(N(CC)CC)C. The catalyst is C1COCC1. The product is [Br:1][C:2]1[CH:3]=[C:4]2[C:5](=[CH:10][CH:11]=1)[C:6](=[O:8])[N:25]([CH2:24][C:17]1[CH:18]=[CH:19][C:20]([O:22][CH3:23])=[CH:21][C:16]=1[O:15][CH3:14])[CH2:12]2. The yield is 0.440.